Predict the product of the given reaction. From a dataset of Forward reaction prediction with 1.9M reactions from USPTO patents (1976-2016). (1) The product is: [CH3:21][O:20][C:17]1[CH:18]=[C:19]2[C:14](=[CH:15][C:16]=1[O:22][CH3:23])[N:13]([CH2:24][CH2:25][N:43]1[CH2:48][CH2:47][O:46][CH2:45][CH2:44]1)[CH:12]=[C:11]2[C:9]1[N:8]([S:27]([C:30]2[CH:35]=[CH:34][C:33]([CH3:36])=[CH:32][CH:31]=2)(=[O:29])=[O:28])[C:5]2=[N:6][CH:7]=[C:2]([F:1])[CH:3]=[C:4]2[CH:10]=1. Given the reactants [F:1][C:2]1[CH:3]=[C:4]2[CH:10]=[C:9]([C:11]3[C:19]4[C:14](=[CH:15][C:16]([O:22][CH3:23])=[C:17]([O:20][CH3:21])[CH:18]=4)[N:13]([CH2:24][CH2:25]I)[CH:12]=3)[N:8]([S:27]([C:30]3[CH:35]=[CH:34][C:33]([CH3:36])=[CH:32][CH:31]=3)(=[O:29])=[O:28])[C:5]2=[N:6][CH:7]=1.C(=O)([O-])[O-].[K+].[K+].[NH:43]1[CH2:48][CH2:47][O:46][CH2:45][CH2:44]1, predict the reaction product. (2) Given the reactants C([O:4][CH2:5][CH2:6][CH2:7][CH2:8][CH2:9][CH:10]([CH3:22])[CH2:11][CH2:12][CH2:13][CH:14]([CH3:21])[CH2:15][CH2:16][CH2:17][CH:18]([CH3:20])[CH3:19])(=O)C.[OH-].[K+], predict the reaction product. The product is: [CH3:22][CH:10]([CH2:11][CH2:12][CH2:13][CH:14]([CH3:21])[CH2:15][CH2:16][CH2:17][CH:18]([CH3:20])[CH3:19])[CH2:9][CH2:8][CH2:7][CH2:6][CH2:5][OH:4]. (3) Given the reactants [CH2:1]([C:8]1[N:9]=[C:10]([C@@H:13]2[CH2:17][CH2:16][C@H:15]([NH:18]C3N=CN=C4NN=CC=34)[CH2:14]2)[S:11][CH:12]=1)[C:2]1[CH:7]=[CH:6][CH:5]=[CH:4][CH:3]=1.FC(F)(F)C(O)=O, predict the reaction product. The product is: [CH2:1]([C:8]1[N:9]=[C:10]([C@H:13]2[CH2:17][CH2:16][C@H:15]([NH2:18])[CH2:14]2)[S:11][CH:12]=1)[C:2]1[CH:3]=[CH:4][CH:5]=[CH:6][CH:7]=1. (4) Given the reactants Br[C:2]1[CH:7]=[CH:6][C:5]([CH:8]2[O:13][CH2:12][CH2:11][N:10]([C:14]([O:16][C:17]([CH3:20])([CH3:19])[CH3:18])=[O:15])[CH2:9]2)=[CH:4][CH:3]=1.C([Li])CCC.CN(C)[CH:28]=[O:29], predict the reaction product. The product is: [CH:28]([C:2]1[CH:7]=[CH:6][C:5]([CH:8]2[O:13][CH2:12][CH2:11][N:10]([C:14]([O:16][C:17]([CH3:20])([CH3:19])[CH3:18])=[O:15])[CH2:9]2)=[CH:4][CH:3]=1)=[O:29]. (5) Given the reactants [Cl:1][C:2]1[CH:7]=[CH:6][CH:5]=[C:4]([Cl:8])[C:3]=1[NH:9][C:10]1[NH:14][C:13]2[CH:15]=[CH:16][C:17]([C:19]([OH:21])=O)=[CH:18][C:12]=2[N:11]=1.CN(C(ON1N=NC2C=CC=CC1=2)=[N+](C)C)C.[B-](F)(F)(F)F.[NH2:44][C:45]1[CH:46]=[C:47]([CH:50]=[CH:51][CH:52]=1)[C:48]#[N:49], predict the reaction product. The product is: [C:48]([C:47]1[CH:46]=[C:45]([NH:44][C:19]([C:17]2[CH:16]=[CH:15][C:13]3[NH:14][C:10]([NH:9][C:3]4[C:4]([Cl:8])=[CH:5][CH:6]=[CH:7][C:2]=4[Cl:1])=[N:11][C:12]=3[CH:18]=2)=[O:21])[CH:52]=[CH:51][CH:50]=1)#[N:49]. (6) Given the reactants C[Mg]Br.Br[C:5]1[CH:6]=[C:7]2[C:11](=[N:12][CH:13]=1)[NH:10][CH:9]=[CH:8]2.C(Cl)Cl.[CH3:17][O:18][C:19]1[CH:20]=[C:21]([CH:24]=[C:25]([O:27][CH3:28])[CH:26]=1)[CH2:22]Br, predict the reaction product. The product is: [CH3:28][O:27][C:25]1[CH:24]=[C:21]([CH:20]=[C:19]([O:18][CH3:17])[CH:26]=1)[CH2:22][C:9]1[NH:10][C:11]2=[N:12][CH:13]=[CH:5][CH:6]=[C:7]2[CH:8]=1. (7) Given the reactants [CH2:1]([C:3]1[CH:8]=[CH:7][CH:6]=[CH:5][C:4]=1B(O)O)[CH3:2].[ClH:12].Cl.[CH2:14]1[NH:19][CH2:18][CH2:17][N:16]2[CH2:20][CH2:21][CH2:22][C@H:15]12.O.[C:24]([OH:28])(=[O:27])[CH:25]=O.C([O-])([O-])=O.[K+].[K+], predict the reaction product. The product is: [ClH:12].[CH2:1]([C:3]1[CH:8]=[CH:7][CH:6]=[CH:5][C:4]=1[CH:25]([N:19]1[CH2:18][CH2:17][N:16]2[CH2:20][CH2:21][CH2:22][C@@H:15]2[CH2:14]1)[C:24]([OH:28])=[O:27])[CH3:2].